From a dataset of Forward reaction prediction with 1.9M reactions from USPTO patents (1976-2016). Predict the product of the given reaction. The product is: [F:29][CH:2]([F:1])[C@@H:3]1[C@@H:11]2[C@@:6]([C:21]3[CH:26]=[CH:25][CH:24]=[C:23]([F:27])[C:22]=3[F:28])([N:7]=[C:8]([NH2:12])[S:9][CH2:10]2)[CH2:5][O:4]1. Given the reactants [F:1][CH:2]([F:29])[C@@H:3]1[C@@H:11]2[C@@:6]([C:21]3[CH:26]=[CH:25][CH:24]=[C:23]([F:27])[C:22]=3[F:28])([N:7]=[C:8]([NH:12]C(=O)C3C=CC=CC=3)[S:9][CH2:10]2)[CH2:5][O:4]1.N12CCCN=C1CCCCC2, predict the reaction product.